Dataset: NCI-60 drug combinations with 297,098 pairs across 59 cell lines. Task: Regression. Given two drug SMILES strings and cell line genomic features, predict the synergy score measuring deviation from expected non-interaction effect. (1) Drug 1: CC1C(C(=O)NC(C(=O)N2CCCC2C(=O)N(CC(=O)N(C(C(=O)O1)C(C)C)C)C)C(C)C)NC(=O)C3=C4C(=C(C=C3)C)OC5=C(C(=O)C(=C(C5=N4)C(=O)NC6C(OC(=O)C(N(C(=O)CN(C(=O)C7CCCN7C(=O)C(NC6=O)C(C)C)C)C)C(C)C)C)N)C. Drug 2: C1=NNC2=C1C(=O)NC=N2. Cell line: ACHN. Synergy scores: CSS=30.3, Synergy_ZIP=-6.06, Synergy_Bliss=-4.07, Synergy_Loewe=-22.6, Synergy_HSA=-2.37. (2) Drug 1: C1=CC(=CC=C1CCCC(=O)O)N(CCCl)CCCl. Drug 2: C1=CN(C(=O)N=C1N)C2C(C(C(O2)CO)O)O.Cl. Cell line: TK-10. Synergy scores: CSS=27.9, Synergy_ZIP=-9.67, Synergy_Bliss=-4.24, Synergy_Loewe=-14.6, Synergy_HSA=0.767. (3) Drug 2: CC12CCC3C(C1CCC2=O)CC(=C)C4=CC(=O)C=CC34C. Drug 1: C1CCN(CC1)CCOC2=CC=C(C=C2)C(=O)C3=C(SC4=C3C=CC(=C4)O)C5=CC=C(C=C5)O. Cell line: COLO 205. Synergy scores: CSS=14.7, Synergy_ZIP=2.61, Synergy_Bliss=-0.909, Synergy_Loewe=-5.08, Synergy_HSA=-6.14. (4) Drug 1: CC1=C(C=C(C=C1)NC(=O)C2=CC=C(C=C2)CN3CCN(CC3)C)NC4=NC=CC(=N4)C5=CN=CC=C5. Drug 2: N.N.Cl[Pt+2]Cl. Cell line: A549. Synergy scores: CSS=43.7, Synergy_ZIP=0.432, Synergy_Bliss=0.156, Synergy_Loewe=-12.1, Synergy_HSA=0.0876.